Predict the reaction yield, written as a fraction of the theoretical maximum amount of product (1.0 means a 100% yield; for example, 0.34 means a 34% yield). From a dataset of Reaction yield outcomes from USPTO patents with 853,638 reactions. (1) The reactants are [F:1][C:2]1([F:10])[CH2:5][C:4]([CH3:9])([C:6](O)=[O:7])[CH2:3]1.[H-].[H-].[H-].[H-].[Li+].[Al+3]. The catalyst is C(OCC)C. The product is [F:1][C:2]1([F:10])[CH2:5][C:4]([CH2:6][OH:7])([CH3:9])[CH2:3]1. The yield is 0.740. (2) The reactants are Cl[C:2]1[N:17]=[CH:16][CH:15]=[CH:14][C:3]=1[C:4]([NH:6][C:7]1[CH:12]=[CH:11][CH:10]=[C:9]([Cl:13])[CH:8]=1)=[O:5].[NH2:18][CH:19]1[CH2:24][CH2:23][N:22]([CH2:25][C:26]2[CH:31]=[CH:30][CH:29]=[CH:28][CH:27]=2)[CH2:21][CH2:20]1.C(=O)([O-])[O-].[K+].[K+].C(OC(=O)C)C. The catalyst is C1(C)C(C)=CC=CC=1. The product is [CH2:25]([N:22]1[CH2:23][CH2:24][CH:19]([NH:18][C:2]2[N:17]=[CH:16][CH:15]=[CH:14][C:3]=2[C:4]([NH:6][C:7]2[CH:12]=[CH:11][CH:10]=[C:9]([Cl:13])[CH:8]=2)=[O:5])[CH2:20][CH2:21]1)[C:26]1[CH:27]=[CH:28][CH:29]=[CH:30][CH:31]=1. The yield is 0.665. (3) The reactants are [F:1][C:2]([F:12])([F:11])[C:3]1[N:8]=[C:7]([OH:9])[CH:6]=[C:5]([OH:10])[CH:4]=1.[N+:13]([O-])([OH:15])=[O:14]. The catalyst is S(=O)(=O)(O)O. The product is [N+:13]([C:6]1[C:7]([OH:9])=[N:8][C:3]([C:2]([F:1])([F:11])[F:12])=[CH:4][C:5]=1[OH:10])([O-:15])=[O:14]. The yield is 0.710. (4) The reactants are [CH3:1][C@@H:2]1[NH:7][CH2:6][CH2:5][N:4](C(OC(C)(C)C)=O)[CH2:3]1.[CH2:15](Br)[C:16]1[CH:21]=[CH:20][CH:19]=[CH:18][CH:17]=1.C(N(CC)CC)C. The catalyst is C(#N)C. The product is [CH2:15]([N:7]1[CH2:6][CH2:5][NH:4][CH2:3][C@@H:2]1[CH3:1])[C:16]1[CH:21]=[CH:20][CH:19]=[CH:18][CH:17]=1. The yield is 0.914. (5) The reactants are [N+:1]([C:4]1[CH:9]=[CH:8][C:7]([N:10]2[C:15](=[O:16])[N:14]([C:17]3[CH:22]=[CH:21][C:20]([N+:23]([O-])=O)=[CH:19][C:18]=3[CH3:26])[C:13](=[O:27])[N:12]([C:28]3[CH:33]=[CH:32][C:31]([N+:34]([O-])=O)=[CH:30][C:29]=3[CH3:37])[C:11]2=[O:38])=[C:6]([CH3:39])[CH:5]=1)([O-])=O.Cl.O. The catalyst is C1COCC1.[Pd]. The product is [NH2:23][C:20]1[CH:21]=[CH:22][C:17]([N:14]2[C:15](=[O:16])[N:10]([C:7]3[CH:8]=[CH:9][C:4]([NH2:1])=[CH:5][C:6]=3[CH3:39])[C:11](=[O:38])[N:12]([C:28]3[CH:33]=[CH:32][C:31]([NH2:34])=[CH:30][C:29]=3[CH3:37])[C:13]2=[O:27])=[C:18]([CH3:26])[CH:19]=1. The yield is 0.800. (6) The reactants are [Cl:1][C:2]1[CH:7]=[CH:6][C:5]([C:8]2[C:14]3[CH:15]=[C:16]([O:19][CH3:20])[CH:17]=[CH:18][C:13]=3[N:12]3[C:21]([CH3:24])=[N:22][N:23]=[C:11]3[C@H:10]([CH2:25][C:26](O)=[O:27])[N:9]=2)=[CH:4][CH:3]=1.CN(C(ON1N=NC2C=CC=NC1=2)=[N+](C)C)C.F[P-](F)(F)(F)(F)F.CCN(C(C)C)C(C)C.[NH2:62][CH2:63][C:64]1[CH:69]=[CH:68][CH:67]=[C:66]([OH:70])[C:65]=1[OH:71]. The catalyst is C(Cl)Cl. The product is [Cl:1][C:2]1[CH:7]=[CH:6][C:5]([C:8]2[C:14]3[CH:15]=[C:16]([O:19][CH3:20])[CH:17]=[CH:18][C:13]=3[N:12]3[C:21]([CH3:24])=[N:22][N:23]=[C:11]3[C@H:10]([CH2:25][C:26]([NH:62][CH2:63][C:64]3[CH:69]=[CH:68][CH:67]=[C:66]([OH:70])[C:65]=3[OH:71])=[O:27])[N:9]=2)=[CH:4][CH:3]=1. The yield is 0.300. (7) The reactants are [CH3:1][O:2][C:3]1[CH:4]=[C:5]([N:26]2[CH2:31][CH2:30]S[CH2:28][CH2:27]2)[CH:6]=[CH:7][C:8]=1[C:9]1[O:10][C:11]([C:14]2[C:15]([C:20]3[CH:25]=[CH:24][CH:23]=[CH:22][CH:21]=3)=[N:16][O:17][C:18]=2[CH3:19])=[N:12][N:13]=1.O[O:33][S:34]([O-:36])=O.[K+].S(=O)(O)[O-].[Na+].C(=O)([O-])[O-].[Na+].[Na+]. The catalyst is ClCCl.CO. The product is [CH3:1][O:2][C:3]1[CH:4]=[C:5]([N:26]2[CH2:31][CH2:30][S:34](=[O:36])(=[O:33])[CH2:28][CH2:27]2)[CH:6]=[CH:7][C:8]=1[C:9]1[O:10][C:11]([C:14]2[C:15]([C:20]3[CH:21]=[CH:22][CH:23]=[CH:24][CH:25]=3)=[N:16][O:17][C:18]=2[CH3:19])=[N:12][N:13]=1. The yield is 0.690. (8) The reactants are Cl[C:2]1[CH:9]=[CH:8][C:5]([C:6]#[N:7])=[CH:4][N:3]=1.[Br:10][C:11]1[CH:18]=[CH:17][C:16]([OH:19])=[CH:15][C:12]=1[CH:13]=[O:14].C([O-])([O-])=O.[K+].[K+].CCOC(C)=O. The catalyst is CN(C=O)C.O. The product is [Br:10][C:11]1[CH:18]=[CH:17][C:16]([O:19][C:2]2[CH:9]=[CH:8][C:5]([C:6]#[N:7])=[CH:4][N:3]=2)=[CH:15][C:12]=1[CH:13]=[O:14]. The yield is 0.780. (9) The reactants are [Cl:1][C:2]([Cl:52])([Cl:51])[CH2:3][O:4][C:5]([C@@H:7]1[CH2:12][CH2:11][CH2:10][N:9]([C:13](=[O:50])[C@@H:14]([NH:35][C:36](=[O:49])[C@@H:37]([NH:41][C:42]([O:44]C(C)(C)C)=O)[CH:38]([CH3:40])[CH3:39])[C@H:15]([O:17][Si:18]([C:31]([CH3:34])([CH3:33])[CH3:32])([C:25]2[CH:30]=[CH:29][CH:28]=[CH:27][CH:26]=2)[C:19]2[CH:24]=[CH:23][CH:22]=[CH:21][CH:20]=2)[CH3:16])[NH:8]1)=[O:6].FC(F)(F)S(O[Si](C)(C)C)(=O)=O.C(N(CC)C(C)C)(C)C.[C:74]([O:77][C@@H:78]([C:80]1[CH:89]=[CH:88][C:87]2[C:82](=[CH:83][C:84](/[CH:90]=[CH:91]/[C:92](C)([CH3:96])[C:93](O)=O)=[CH:85][CH:86]=2)[N:81]=1)[CH3:79])(=[O:76])[CH3:75].C[NH3+].F[P-](F)(F)(F)(F)F.N1(OC(N(C)C)=[N+](C)C)C2N=CC=CC=2N=N1.F[P-](F)(F)(F)(F)F. The catalyst is ClCCl.C(#N)C. The product is [Cl:1][C:2]([Cl:51])([Cl:52])[CH2:3][O:4][C:5]([C@@H:7]1[CH2:12][CH2:11][CH2:10][N:9]([C:13](=[O:50])[C@@H:14]([NH:35][C:36](=[O:49])[C@@H:37]([NH:41][C:42](=[O:44])[C:92]([CH3:96])([CH3:93])/[CH:91]=[CH:90]/[C:84]2[CH:83]=[C:82]3[C:87]([CH:88]=[CH:89][C:80]([C@H:78]([O:77][C:74](=[O:76])[CH3:75])[CH3:79])=[N:81]3)=[CH:86][CH:85]=2)[CH:38]([CH3:40])[CH3:39])[C@H:15]([O:17][Si:18]([C:31]([CH3:34])([CH3:32])[CH3:33])([C:25]2[CH:30]=[CH:29][CH:28]=[CH:27][CH:26]=2)[C:19]2[CH:24]=[CH:23][CH:22]=[CH:21][CH:20]=2)[CH3:16])[NH:8]1)=[O:6]. The yield is 0.530.